From a dataset of Full USPTO retrosynthesis dataset with 1.9M reactions from patents (1976-2016). Predict the reactants needed to synthesize the given product. Given the product [Cl:30][C:31]1[CH:32]=[C:33]([CH:36]=[CH:37][CH:38]=1)[CH2:34][NH:35][C:25](=[O:27])[C:24]1[CH:23]=[CH:22][C:21]([CH2:20][N:12]([S:9]([C:6]2[CH:5]=[CH:4][C:3]([O:2][CH3:1])=[CH:8][CH:7]=2)(=[O:11])=[O:10])[CH2:13][C:14]2[CH:15]=[N:16][CH:17]=[CH:18][CH:19]=2)=[CH:29][CH:28]=1, predict the reactants needed to synthesize it. The reactants are: [CH3:1][O:2][C:3]1[CH:8]=[CH:7][C:6]([S:9]([N:12]([CH2:20][C:21]2[CH:29]=[CH:28][C:24]([C:25]([OH:27])=O)=[CH:23][CH:22]=2)[CH2:13][C:14]2[CH:15]=[N:16][CH:17]=[CH:18][CH:19]=2)(=[O:11])=[O:10])=[CH:5][CH:4]=1.[Cl:30][C:31]1[CH:32]=[C:33]([CH:36]=[CH:37][CH:38]=1)[CH2:34][NH2:35].